Dataset: Full USPTO retrosynthesis dataset with 1.9M reactions from patents (1976-2016). Task: Predict the reactants needed to synthesize the given product. (1) The reactants are: [Cl:1][C:2]1[CH:3]=[C:4]([N:8]2[CH2:23][CH:11]3[CH2:12][N:13](C(OC(C)(C)C)=O)[CH2:14][CH2:15][N:10]3[C:9]2=[O:24])[CH:5]=[CH:6][CH:7]=1. Given the product [ClH:1].[Cl:1][C:2]1[CH:3]=[C:4]([N:8]2[CH2:23][CH:11]3[CH2:12][NH:13][CH2:14][CH2:15][N:10]3[C:9]2=[O:24])[CH:5]=[CH:6][CH:7]=1, predict the reactants needed to synthesize it. (2) Given the product [CH3:19][N:16]1[C:15](=[O:20])[C:14]2[C:18](=[C:10]([N:7]3[CH2:8][CH2:9][N:4]([CH3:1])[CH2:5][CH2:6]3)[CH:11]=[CH:12][C:13]=2[NH:21][C:22]2[C:27]([C:28]([F:31])([F:29])[F:30])=[CH:26][N:25]=[C:24]([NH:32][C:33]3[CH:47]=[CH:46][C:36]([CH2:37][P:38](=[O:45])([O:39][CH2:40][CH3:41])[O:42][CH2:43][CH3:44])=[CH:35][CH:34]=3)[N:23]=2)[CH2:17]1, predict the reactants needed to synthesize it. The reactants are: [C:1]([N:4]1[CH2:9][CH2:8][N:7]([C:10]2[CH:11]=[CH:12][C:13]([NH:21][C:22]3[C:27]([C:28]([F:31])([F:30])[F:29])=[CH:26][N:25]=[C:24]([NH:32][C:33]4[CH:47]=[CH:46][C:36]([CH2:37][P:38](=[O:45])([O:42][CH2:43][CH3:44])[O:39][CH2:40][CH3:41])=[CH:35][CH:34]=4)[N:23]=3)=[C:14]3[C:18]=2[CH2:17][N:16]([CH3:19])[C:15]3=[O:20])[CH2:6][CH2:5]1)(=O)C.BrC1C=CC(NC2C(C(F)(F)F)=CN=C(NC3C=CC(CP(=O)(OCC)OCC)=CC=3)N=2)=C2C=1CN(C)C2=O.CN1CCNCC1. (3) Given the product [CH3:33][S:34]([O:23][CH:21]([CH3:22])[CH2:20][O:19][C@H:16]1[CH2:17][CH2:18][C@H:13]([C:11]2[O:12][C:8]3[CH:7]=[C:6]([O:5][CH2:4][CH:1]4[CH2:3][CH2:2]4)[CH:25]=[CH:24][C:9]=3[N:10]=2)[CH2:14][CH2:15]1)(=[O:36])=[O:35], predict the reactants needed to synthesize it. The reactants are: [CH:1]1([CH2:4][O:5][C:6]2[CH:25]=[CH:24][C:9]3[N:10]=[C:11]([C@H:13]4[CH2:18][CH2:17][C@H:16]([O:19][CH2:20][CH:21]([OH:23])[CH3:22])[CH2:15][CH2:14]4)[O:12][C:8]=3[CH:7]=2)[CH2:3][CH2:2]1.C(N(CC)CC)C.[CH3:33][S:34](Cl)(=[O:36])=[O:35]. (4) Given the product [F:9][C:10]1[CH:11]=[C:12]([CH:27]=[C:28]([C:30]2[CH:31]=[CH:32][N:33]=[CH:34][CH:35]=2)[CH:29]=1)/[CH:13]=[CH:14]/[C:15]1[CH:20]=[CH:19][C:18]([N:21]2[CH2:22][CH2:23][N:24]([C:37]([NH:36][CH2:39][C:40]([O:42][CH2:43][CH3:44])=[O:41])=[O:38])[CH2:25][CH2:26]2)=[CH:17][CH:16]=1, predict the reactants needed to synthesize it. The reactants are: C(N(CC)CC)C.Cl.[F:9][C:10]1[CH:11]=[C:12]([CH:27]=[C:28]([C:30]2[CH:35]=[CH:34][N:33]=[CH:32][CH:31]=2)[CH:29]=1)/[CH:13]=[CH:14]/[C:15]1[CH:20]=[CH:19][C:18]([N:21]2[CH2:26][CH2:25][NH:24][CH2:23][CH2:22]2)=[CH:17][CH:16]=1.[N:36]([CH2:39][C:40]([O:42][CH2:43][CH3:44])=[O:41])=[C:37]=[O:38]. (5) Given the product [Cl:1][C:2]1[CH:7]=[CH:6][C:5]([C:8]2[CH:13]=[CH:12][CH:11]=[CH:10][N:9]=2)=[CH:4][C:3]=1[NH2:14], predict the reactants needed to synthesize it. The reactants are: [Cl:1][C:2]1[CH:7]=[CH:6][C:5]([C:8]2[CH:13]=[CH:12][CH:11]=[CH:10][N:9]=2)=[CH:4][C:3]=1[N+:14]([O-])=O.Cl[Sn]Cl.